From a dataset of Catalyst prediction with 721,799 reactions and 888 catalyst types from USPTO. Predict which catalyst facilitates the given reaction. (1) Reactant: [N:1]1([C:7]2[C:13]3[CH:14]=[CH:15][CH:16]=[CH:17][C:12]=3[S:11][C:10]3[CH:18]=[CH:19][CH:20]=[CH:21][C:9]=3[N:8]=2)[CH2:6][CH2:5][NH:4][CH2:3][CH2:2]1.[OH:22][P:23]([OH:26])([OH:25])=[O:24]. Product: [P:23](=[O:22])([OH:26])([OH:25])[OH:24].[N:1]1([C:7]2[C:13]3[CH:14]=[CH:15][CH:16]=[CH:17][C:12]=3[S:11][C:10]3[CH:18]=[CH:19][CH:20]=[CH:21][C:9]=3[N:8]=2)[CH2:2][CH2:3][NH:4][CH2:5][CH2:6]1. The catalyst class is: 10. (2) Reactant: [OH-].[Na+].C[O:4][C:5](=[O:46])[CH:6]([CH2:35][C:36]1[CH:41]=[CH:40][CH:39]=[C:38]([C:42]([F:45])([F:44])[F:43])[CH:37]=1)[CH2:7][C:8]([C:10]1[CH:15]=[CH:14][C:13]([C:16]2[CH:21]=[CH:20][C:19]([C:22]3[C:27]4[O:28][C:29]5[CH:34]=[CH:33][CH:32]=[CH:31][C:30]=5[C:26]=4[CH:25]=[CH:24][CH:23]=3)=[CH:18][CH:17]=2)=[CH:12][CH:11]=1)=[O:9].Cl. Product: [CH:25]1[C:26]2[C:30]3[CH:31]=[CH:32][CH:33]=[CH:34][C:29]=3[O:28][C:27]=2[C:22]([C:19]2[CH:18]=[CH:17][C:16]([C:13]3[CH:12]=[CH:11][C:10]([C:8](=[O:9])[CH2:7][CH:6]([CH2:35][C:36]4[CH:41]=[CH:40][CH:39]=[C:38]([C:42]([F:43])([F:44])[F:45])[CH:37]=4)[C:5]([OH:46])=[O:4])=[CH:15][CH:14]=3)=[CH:21][CH:20]=2)=[CH:23][CH:24]=1. The catalyst class is: 193. (3) Reactant: [CH:1]1([C:7]2[CH:11]=[C:10]([C:12]3[CH:17]=[CH:16][C:15]([O:18][C:19]([F:22])([F:21])[F:20])=[CH:14][CH:13]=3)[N:9]([CH2:23][C:24]3[CH:32]=[CH:31][C:27]([C:28](O)=[O:29])=[CH:26][CH:25]=3)[N:8]=2)[CH2:6][CH2:5][CH2:4][CH2:3][CH2:2]1.C1C=CC2N(O)N=NC=2C=1.CCN(C(C)C)C(C)C.Cl.[CH2:53]([O:55][C:56](=[O:61])[C@H:57]([CH2:59][NH2:60])N)[CH3:54]. Product: [CH:1]1([C:7]2[CH:11]=[C:10]([C:12]3[CH:13]=[CH:14][C:15]([O:18][C:19]([F:21])([F:20])[F:22])=[CH:16][CH:17]=3)[N:9]([CH2:23][C:24]3[CH:32]=[CH:31][C:27]([C:28]([NH:60][CH2:59][CH2:57][C:56]([O:55][CH2:53][CH3:54])=[O:61])=[O:29])=[CH:26][CH:25]=3)[N:8]=2)[CH2:6][CH2:5][CH2:4][CH2:3][CH2:2]1. The catalyst class is: 607. (4) Reactant: CS([C:5]1[N:10]=[C:9]([NH:11][CH2:12][C:13]2[S:14][C:15]([CH3:18])=[CH:16][CH:17]=2)[N:8]2[N:19]=[CH:20][C:21]([CH2:22][CH2:23][CH3:24])=[C:7]2[N:6]=1)(=O)=O.[CH3:25][CH2:26][CH:27]([NH2:30])[CH2:28][OH:29].[F-].[K+].O1CCOCC1. The catalyst class is: 6. Product: [CH3:18][C:15]1[S:14][C:13]([CH2:12][NH:11][C:9]2[N:8]3[N:19]=[CH:20][C:21]([CH2:22][CH2:23][CH3:24])=[C:7]3[N:6]=[C:5]([NH:30][C@H:27]([CH2:26][CH3:25])[CH2:28][OH:29])[N:10]=2)=[CH:17][CH:16]=1. (5) Reactant: [CH2:1]([O:8][CH2:9][C:10]1([C:22](O)=[O:23])[CH2:14][CH2:13][CH2:12][N:11]1[C:15]([O:17][C:18]([CH3:21])([CH3:20])[CH3:19])=[O:16])[C:2]1[CH:7]=[CH:6][CH:5]=[CH:4][CH:3]=1.CN1CCOCC1.[NH2:32][CH2:33][C:34]([N:36]1[CH2:40][CH2:39][CH2:38][CH2:37]1)=[O:35]. Product: [CH2:1]([O:8][CH2:9][C:10]1([C:22](=[O:23])[NH:32][CH2:33][C:34](=[O:35])[N:36]2[CH2:40][CH2:39][CH2:38][CH2:37]2)[CH2:14][CH2:13][CH2:12][N:11]1[C:15]([O:17][C:18]([CH3:21])([CH3:20])[CH3:19])=[O:16])[C:2]1[CH:7]=[CH:6][CH:5]=[CH:4][CH:3]=1. The catalyst class is: 1.